This data is from Catalyst prediction with 721,799 reactions and 888 catalyst types from USPTO. The task is: Predict which catalyst facilitates the given reaction. (1) Reactant: [OH:1][C:2]1[CH:19]=[CH:18][C:17]2[C@:16]3([C:20]#N)[C@H:7]([C@H:8]4[C@@:12]([CH2:14][CH2:15]3)([CH3:13])[CH2:11][C@H:10]([OH:22])[CH2:9]4)[CH2:6][CH2:5][C:4]=2[CH:3]=1.[H-].C([Al+]CC(C)C)C(C)C.C(=O)(O)[O-:34].[Na+]. Product: [OH:1][C:2]1[CH:19]=[CH:18][C:17]2[C@:16]3([CH:20]=[O:34])[C@H:7]([C@H:8]4[C@@:12]([CH2:14][CH2:15]3)([CH3:13])[CH2:11][C@H:10]([OH:22])[CH2:9]4)[CH2:6][CH2:5][C:4]=2[CH:3]=1. The catalyst class is: 11. (2) The catalyst class is: 8. Reactant: Br[CH2:2][C:3]([C:5]1[CH:10]=[CH:9][CH:8]=[C:7]([C:11]([F:14])([F:13])[F:12])[CH:6]=1)=[O:4].[S-:15][C:16]#[N:17].[K+].O. Product: [O:4]=[C:3]([C:5]1[CH:10]=[CH:9][CH:8]=[C:7]([C:11]([F:14])([F:13])[F:12])[CH:6]=1)[CH2:2][S:15][C:16]#[N:17]. (3) The catalyst class is: 5. Product: [CH3:3][O:2][N:4]=[C:18]([CH2:17][CH2:16][CH2:15][N:14]1[C:10]2[C:9]([CH3:24])=[C:8]([CH3:25])[N:7]=[C:6]([NH2:5])[C:11]=2[N:12]=[C:13]1[CH2:21][CH2:22][CH3:23])[CH3:19]. Reactant: Cl.[O:2]([NH2:4])[CH3:3].[NH2:5][C:6]1[C:11]2[N:12]=[C:13]([CH2:21][CH2:22][CH3:23])[N:14]([CH2:15][CH2:16][CH2:17][C:18](=O)[CH3:19])[C:10]=2[C:9]([CH3:24])=[C:8]([CH3:25])[N:7]=1. (4) The catalyst class is: 20. Reactant: [C:1]([C:3]1[CH:8]=[CH:7][C:6]([N:9]2[C@H:13]3[CH2:14][CH2:15][CH2:16][CH2:17][C@@H:12]3[N:11]([C:18]3[CH:28]=[CH:27][C:21]([C:22]([O:24]CC)=[O:23])=[C:20]([CH3:29])[CH:19]=3)[C:10]2=[O:30])=[CH:5][C:4]=1[C:31]([F:34])([F:33])[F:32])#[N:2].O.[OH-].[Li+]. Product: [C:1]([C:3]1[CH:8]=[CH:7][C:6]([N:9]2[C@H:13]3[CH2:14][CH2:15][CH2:16][CH2:17][C@@H:12]3[N:11]([C:18]3[CH:28]=[CH:27][C:21]([C:22]([OH:24])=[O:23])=[C:20]([CH3:29])[CH:19]=3)[C:10]2=[O:30])=[CH:5][C:4]=1[C:31]([F:33])([F:34])[F:32])#[N:2]. (5) Reactant: C(OC(=O)[N:10](CC1C=CC=CC=1)[CH:11]([CH3:22])[CH2:12][C:13]1[CH:18]=[CH:17][C:16]([CH2:19][CH2:20][CH3:21])=[CH:15][CH:14]=1)C1C=CC=CC=1. Product: [CH3:22][CH:11]([NH2:10])[CH2:12][C:13]1[CH:18]=[CH:17][C:16]([CH2:19][CH2:20][CH3:21])=[CH:15][CH:14]=1. The catalyst class is: 19.